From a dataset of Forward reaction prediction with 1.9M reactions from USPTO patents (1976-2016). Predict the product of the given reaction. (1) Given the reactants [Cl:1][C:2]1[N:10]=[CH:9][C:8](C)=[CH:7][C:3]=1[C:4]([OH:6])=O.[CH3:12]CN=C=NCCCN(C)C.C1C=C2N=NN(O)C2=CC=1.O.[C:34]([NH2:43])([C:37]1[CH:42]=[CH:41][CH:40]=[CH:39][CH:38]=1)([CH3:36])[CH3:35], predict the reaction product. The product is: [Cl:1][C:2]1[N:10]=[C:9]([CH3:12])[CH:8]=[CH:7][C:3]=1[C:4]([NH:43][C:34]([CH3:36])([C:37]1[CH:42]=[CH:41][CH:40]=[CH:39][CH:38]=1)[CH3:35])=[O:6]. (2) Given the reactants [Cl:1][C:2]1[N:7]=[C:6]([C:8]([OH:10])=O)[CH:5]=[CH:4][C:3]=1[O:11][CH2:12][O:13][CH3:14].[CH3:15][NH:16][CH:17]1[CH2:19][CH2:18]1, predict the reaction product. The product is: [Cl:1][C:2]1[N:7]=[C:6]([C:8]([N:16]([CH:17]2[CH2:19][CH2:18]2)[CH3:15])=[O:10])[CH:5]=[CH:4][C:3]=1[O:11][CH2:12][O:13][CH3:14]. (3) Given the reactants CCN(C(C)C)C(C)C.Cl.[Cl:11][C:12]1[CH:13]=[C:14]([O:25][CH3:26])[C:15]([S:20]([CH2:23][CH3:24])(=[O:22])=[O:21])=[C:16]([CH2:18][NH2:19])[CH:17]=1.[NH2:27][C:28]1[C:36]([Cl:37])=[C:35]([CH2:38][N:39]2[CH2:44][CH2:43][CH2:42][C@@H:41]([NH:45][C:46]([O:48][C:49]([CH3:52])([CH3:51])[CH3:50])=[O:47])[CH2:40]2)[C:34]([C:53]([F:56])([F:55])[F:54])=[CH:33][C:29]=1[C:30](O)=[O:31].CN(C(ON1N=NC2C=CC=NC1=2)=[N+](C)C)C.F[P-](F)(F)(F)(F)F, predict the reaction product. The product is: [NH2:27][C:28]1[C:36]([Cl:37])=[C:35]([CH2:38][N:39]2[CH2:44][CH2:43][CH2:42][C@@H:41]([NH:45][C:46](=[O:47])[O:48][C:49]([CH3:50])([CH3:52])[CH3:51])[CH2:40]2)[C:34]([C:53]([F:56])([F:54])[F:55])=[CH:33][C:29]=1[C:30](=[O:31])[NH:19][CH2:18][C:16]1[CH:17]=[C:12]([Cl:11])[CH:13]=[C:14]([O:25][CH3:26])[C:15]=1[S:20]([CH2:23][CH3:24])(=[O:21])=[O:22]. (4) Given the reactants Cl[C:2]1[C:30]([CH3:31])=[CH:29][C:5]2[N:6]=[C:7]3[C:12]([N:13]([CH2:14][CH2:15][CH2:16][CH2:17][CH2:18][CH2:19][C:20]([O:22][C:23]([CH3:26])([CH3:25])[CH3:24])=[O:21])[C:4]=2[CH:3]=1)=[N:11][C:10](=[O:27])[NH:9][C:8]3=[O:28].[CH:32]1([NH2:35])[CH2:34][CH2:33]1, predict the reaction product. The product is: [CH:32]1([NH:35][C:2]2[C:30]([CH3:31])=[CH:29][C:5]3[N:6]=[C:7]4[C:12]([N:13]([CH2:14][CH2:15][CH2:16][CH2:17][CH2:18][CH2:19][C:20]([O:22][C:23]([CH3:26])([CH3:25])[CH3:24])=[O:21])[C:4]=3[CH:3]=2)=[N:11][C:10](=[O:27])[NH:9][C:8]4=[O:28])[CH2:34][CH2:33]1. (5) Given the reactants [Br:1][C:2]1[CH:15]=[C:14]2[C:9]([CH:10]=[CH:11][N:12]([C@H:17]3[CH2:22][CH2:21]C[CH2:19][C@@H:18]3[OH:23])[C:13]2=[O:16])=[C:8]2[C:3]=1[CH:4]=[CH:5][CH:6]=[N:7]2.N[C@H]1CCCC[C@@H]1[OH:31], predict the reaction product. The product is: [Br:1][C:2]1[CH:15]=[C:14]2[C:9]([CH:10]=[CH:11][N:12]([C@@H:17]3[C@@H:18]([OH:23])[CH2:19][O:31][CH2:21][CH2:22]3)[C:13]2=[O:16])=[C:8]2[C:3]=1[CH:4]=[CH:5][CH:6]=[N:7]2. (6) Given the reactants C([N:8]1[CH2:12][CH2:11][C:10]([C:15]2[CH:20]=[CH:19][C:18]([F:21])=[C:17]([Cl:22])[CH:16]=2)([O:13][CH3:14])[CH2:9]1)C1C=CC=CC=1.ClC(OC(Cl)C)=O, predict the reaction product. The product is: [Cl:22][C:17]1[CH:16]=[C:15]([C:10]2([O:13][CH3:14])[CH2:11][CH2:12][NH:8][CH2:9]2)[CH:20]=[CH:19][C:18]=1[F:21].